From a dataset of Reaction yield outcomes from USPTO patents with 853,638 reactions. Predict the reaction yield, written as a fraction of the theoretical maximum amount of product (1.0 means a 100% yield; for example, 0.34 means a 34% yield). (1) The reactants are [Br:1][C:2]1[CH:3]=[C:4]2[C:9](=[CH:10][CH:11]=1)[N:8]=[CH:7][CH:6]=[C:5]2[Cl:12].Cl.C(OCC)C. The catalyst is C1COCC1. The product is [ClH:12].[Br:1][C:2]1[CH:3]=[C:4]2[C:9](=[CH:10][CH:11]=1)[N:8]=[CH:7][CH:6]=[C:5]2[Cl:12]. The yield is 1.00. (2) The reactants are Cl[C:2]1[CH:7]=[C:6]([N:8]2[CH:12]=[C:11]([CH3:13])[N:10]=[CH:9]2)[N:5]=[CH:4][N:3]=1.[NH3:14]. The catalyst is C(O)(C)C. The product is [CH3:13][C:11]1[N:10]=[CH:9][N:8]([C:6]2[N:5]=[CH:4][N:3]=[C:2]([NH2:14])[CH:7]=2)[CH:12]=1. The yield is 0.690. (3) The reactants are [C:1]([C:3]1[CH:8]=[CH:7][C:6]([C:9]2[C:10]3[N:11]([C:26]([CH2:29][CH3:30])=[CH:27][CH:28]=3)[N:12]=[C:13]([CH2:20][C:21]([O:23]CC)=[O:22])[C:14]=2[C:15]([O:17][CH2:18][CH3:19])=[O:16])=[CH:5][CH:4]=1)#[N:2].O1CCCC1.[OH-].[K+]. The catalyst is C(O)C. The product is [C:1]([C:3]1[CH:4]=[CH:5][C:6]([C:9]2[C:10]3[N:11]([C:26]([CH2:29][CH3:30])=[CH:27][CH:28]=3)[N:12]=[C:13]([CH2:20][C:21]([OH:23])=[O:22])[C:14]=2[C:15]([O:17][CH2:18][CH3:19])=[O:16])=[CH:7][CH:8]=1)#[N:2]. The yield is 0.934. (4) The yield is 0.660. The product is [Br:3][C:4]1[CH:5]=[CH:6][C:7]([CH:10]([CH2:13][OH:14])[CH2:11][OH:12])=[CH:8][CH:9]=1. The catalyst is O1CCCC1. The reactants are [BH4-].[Na+].[Br:3][C:4]1[CH:9]=[CH:8][C:7]([CH:10]([CH:13]=[O:14])[CH:11]=[O:12])=[CH:6][CH:5]=1.C(=O)([O-])O.[Na+]. (5) The reactants are Br[CH2:2][CH2:3][CH2:4][O:5][C:6]1[CH:29]=[CH:28][C:9]([CH2:10][N:11]2[C:19]([O:20][CH3:21])=[N:18][C:17]3[C:12]2=[N:13][C:14]([O:23][CH2:24][CH2:25][CH2:26][CH3:27])=[N:15][C:16]=3[NH2:22])=[CH:8][CH:7]=1.[CH3:30][NH2:31].CO. The catalyst is C1COCC1. The product is [CH2:24]([O:23][C:14]1[N:13]=[C:12]2[C:17]([N:18]=[C:19]([O:20][CH3:21])[N:11]2[CH2:10][C:9]2[CH:28]=[CH:29][C:6]([O:5][CH2:4][CH2:3][CH2:2][NH:31][CH3:30])=[CH:7][CH:8]=2)=[C:16]([NH2:22])[N:15]=1)[CH2:25][CH2:26][CH3:27]. The yield is 1.00. (6) The reactants are [C:1]([C:4]1[N:12]2[C:7]([C:8]([NH2:13])=[N:9][CH:10]=[N:11]2)=[C:6]([C:14]2[CH:19]=[CH:18][C:17]([NH:20][C:21]([NH:23][C:24]3[CH:29]=[C:28]([C:30]([F:33])([F:32])[F:31])[CH:27]=[CH:26][C:25]=3[F:34])=[O:22])=[CH:16][CH:15]=2)[CH:5]=1)(=[O:3])[CH3:2].C(N(C(C)C)CC)(C)C.C[Si](OS(C(F)(F)F)(=O)=O)(C)C.[Br:56]N1C(C)(C)C(=O)N(Br)C1=O. The catalyst is C1COCC1. The product is [Br:56][CH2:2][C:1]([C:4]1[N:12]2[C:7]([C:8]([NH2:13])=[N:9][CH:10]=[N:11]2)=[C:6]([C:14]2[CH:19]=[CH:18][C:17]([NH:20][C:21]([NH:23][C:24]3[CH:29]=[C:28]([C:30]([F:33])([F:32])[F:31])[CH:27]=[CH:26][C:25]=3[F:34])=[O:22])=[CH:16][CH:15]=2)[CH:5]=1)=[O:3]. The yield is 0.700. (7) The reactants are [CH3:1][N:2]([CH2:14][C:15]1[S:16][CH:17]=[C:18]([CH3:20])[N:19]=1)[C:3]([C:5]1[CH:6]=[C:7]([CH:11]=[CH:12][CH:13]=1)[C:8]([OH:10])=O)=[O:4].C([C:25]1([C@@H:33]([OH:43])[C@@H:34]([NH2:42])[CH2:35][C:36]2[CH:41]=[CH:40][CH:39]=[CH:38][CH:37]=2)[CH2:29][CH2:28][CH2:27][N:26]1[C:30]([OH:32])=[O:31])(C)(C)C.NO. No catalyst specified. The product is [OH:43][C@H:33]([C@H:25]1[CH2:29][CH2:28][CH2:27][N:26]1[C:30]([O:32][C:5]([CH3:6])([CH3:13])[CH3:3])=[O:31])[C@@H:34]([NH:42][C:8](=[O:10])[C:7]1[CH:11]=[CH:12][CH:13]=[C:5]([C:3](=[O:4])[N:2]([CH3:1])[CH2:14][C:15]2[S:16][CH:17]=[C:18]([CH3:20])[N:19]=2)[CH:6]=1)[CH2:35][C:36]1[CH:37]=[CH:38][CH:39]=[CH:40][CH:41]=1. The yield is 0.290. (8) The reactants are [F:1][C:2]1[CH:7]=[CH:6][CH:5]=[C:4]([F:8])[C:3]=1[N:9]1[C:14]2[N:15]=[C:16](S(C)=O)[N:17]=[C:18]([C:19]3[CH:20]=[C:21]([CH:32]=[CH:33][C:34]=3[CH3:35])[C:22]([NH:24][C:25]3[CH:30]=[CH:29][C:28]([F:31])=[CH:27][CH:26]=3)=[O:23])[C:13]=2[CH2:12][NH:11][C:10]1=[O:39].[CH3:40][N:41]1[CH2:46][CH2:45][CH:44]([NH2:47])[CH2:43][CH2:42]1.C(N(CC)C(C)C)(C)C. The catalyst is C1COCC1. The product is [F:1][C:2]1[CH:7]=[CH:6][CH:5]=[C:4]([F:8])[C:3]=1[N:9]1[C:14]2[N:15]=[C:16]([NH:47][CH:44]3[CH2:45][CH2:46][N:41]([CH3:40])[CH2:42][CH2:43]3)[N:17]=[C:18]([C:19]3[CH:20]=[C:21]([CH:32]=[CH:33][C:34]=3[CH3:35])[C:22]([NH:24][C:25]3[CH:30]=[CH:29][C:28]([F:31])=[CH:27][CH:26]=3)=[O:23])[C:13]=2[CH2:12][NH:11][C:10]1=[O:39]. The yield is 0.830.